This data is from Forward reaction prediction with 1.9M reactions from USPTO patents (1976-2016). The task is: Predict the product of the given reaction. The product is: [F:1][C:2]1[CH:3]=[C:4]([CH:15]=[C:16]([F:18])[CH:17]=1)[CH2:5][N:6]1[C:11](=[O:12])[C:10]([C:24]2[O:25][CH:26]=[CH:27][CH:28]=2)=[CH:9][NH:8][C:7]1=[O:14]. Given the reactants [F:1][C:2]1[CH:3]=[C:4]([CH:15]=[C:16]([F:18])[CH:17]=1)[CH2:5][N:6]1[C:11](=[O:12])[C:10](I)=[CH:9][NH:8][C:7]1=[O:14].C([Sn](CCCC)(CCCC)[C:24]1[O:25][CH:26]=[CH:27][CH:28]=1)CCC.CN(C=O)C, predict the reaction product.